Dataset: Catalyst prediction with 721,799 reactions and 888 catalyst types from USPTO. Task: Predict which catalyst facilitates the given reaction. (1) Reactant: [CH2:1]([O:5][C:6]1[CH:10]=[C:9](/[CH:11]=[CH:12]/[C:13]([O:15][CH2:16][CH3:17])=[O:14])[N:8]([CH2:18][C:19]2[CH:24]=[CH:23][C:22]([C:25]([F:28])([F:27])[F:26])=[CH:21][CH:20]=2)[N:7]=1)[CH2:2][CH2:3][CH3:4]. Product: [CH2:1]([O:5][C:6]1[CH:10]=[C:9]([CH2:11][CH2:12][C:13]([O:15][CH2:16][CH3:17])=[O:14])[N:8]([CH2:18][C:19]2[CH:20]=[CH:21][C:22]([C:25]([F:28])([F:27])[F:26])=[CH:23][CH:24]=2)[N:7]=1)[CH2:2][CH2:3][CH3:4]. The catalyst class is: 481. (2) Reactant: [NH2:1][C:2]1[N:3]=[CH:4][C:5]2[N:10]([CH3:11])[CH:9]=[C:8]([CH:12]3[CH2:17][CH2:16][N:15]([C:18]([CH:20]4[CH2:24][CH2:23][CH2:22][CH2:21]4)=[O:19])[CH2:14][CH2:13]3)[C:6]=2[N:7]=1.C(Cl)Cl.[C:28]([C:30]1[CH:35]=[CH:34][N:33]=[C:32]([C:36](Cl)=[O:37])[CH:31]=1)#[N:29]. Product: [C:28]([C:30]1[CH:35]=[CH:34][N:33]=[C:32]([C:36]([NH:1][C:2]2[N:3]=[CH:4][C:5]3[N:10]([CH3:11])[CH:9]=[C:8]([CH:12]4[CH2:13][CH2:14][N:15]([C:18]([CH:20]5[CH2:24][CH2:23][CH2:22][CH2:21]5)=[O:19])[CH2:16][CH2:17]4)[C:6]=3[N:7]=2)=[O:37])[CH:31]=1)#[N:29]. The catalyst class is: 424.